Dataset: Full USPTO retrosynthesis dataset with 1.9M reactions from patents (1976-2016). Task: Predict the reactants needed to synthesize the given product. Given the product [CH3:1][O:2][C:3]([C:5]1[S:9][C:8]2[CH:10]=[C:11]([C:25]3[S:26][CH:27]=[CH:28][C:24]=3[CH:22]=[O:23])[CH:12]=[CH:13][C:7]=2[C:6]=1[O:15][CH2:16][C:17]([O:19][CH2:20][CH3:21])=[O:18])=[O:4], predict the reactants needed to synthesize it. The reactants are: [CH3:1][O:2][C:3]([C:5]1[S:9][C:8]2[CH:10]=[C:11](Br)[CH:12]=[CH:13][C:7]=2[C:6]=1[O:15][CH2:16][C:17]([O:19][CH2:20][CH3:21])=[O:18])=[O:4].[CH:22]([C:24]1[CH:28]=[CH:27][S:26][C:25]=1B(O)O)=[O:23].[F-].[K+].